From a dataset of Full USPTO retrosynthesis dataset with 1.9M reactions from patents (1976-2016). Predict the reactants needed to synthesize the given product. (1) Given the product [O:26]([CH2:25][C:22]1[NH:23][CH:24]=[C:20]([C:17]2[CH:18]=[CH:19][C:14]([O:13][C:12]3[CH:11]=[CH:10][C:9]([OH:8])=[CH:34][CH:33]=3)=[CH:15][CH:16]=2)[N:21]=1)[C:27]1[CH:32]=[CH:31][CH:30]=[CH:29][CH:28]=1, predict the reactants needed to synthesize it. The reactants are: C([O:8][C:9]1[CH:34]=[CH:33][C:12]([O:13][C:14]2[CH:19]=[CH:18][C:17]([C:20]3[N:21]=[C:22]([CH2:25][O:26][C:27]4[CH:32]=[CH:31][CH:30]=[CH:29][CH:28]=4)[NH:23][CH:24]=3)=[CH:16][CH:15]=2)=[CH:11][CH:10]=1)C1C=CC=CC=1. (2) Given the product [CH3:1][C:2]1[CH:6]=[CH:5][S:4][C:3]=1[C:7]([O:9][CH3:10])=[O:8], predict the reactants needed to synthesize it. The reactants are: [CH3:1][C:2]1[CH:6]=[CH:5][S:4][C:3]=1[C:7]([OH:9])=[O:8].[CH2:10]1COCC1.C[Si](C=[N+]=[N-])(C)C. (3) Given the product [CH3:1][O:2][C:3](=[O:20])[CH2:4][CH:5]([NH:9][C:10](=[O:19])[CH2:11][CH2:12][C:13]1[CH:18]=[CH:17][CH:16]=[CH:15][CH:14]=1)[C:6]([OH:8])=[O:23], predict the reactants needed to synthesize it. The reactants are: [CH3:1][O:2][C:3](=[O:20])[CH2:4][CH:5]([NH:9][C:10](=[O:19])[CH2:11][CH2:12][C:13]1[CH:18]=[CH:17][CH:16]=[CH:15][CH:14]=1)[C:6](=[O:8])C.C(OC(=O)C)(=[O:23])C.OS(O)(=O)=O. (4) Given the product [CH3:19][NH:6][C:5]1[CH:7]=[C:8]([CH3:9])[C:2]([CH3:1])=[CH:3][C:4]=1[N+:10]([O-:12])=[O:11], predict the reactants needed to synthesize it. The reactants are: [CH3:1][C:2]1[C:8]([CH3:9])=[CH:7][C:5]([NH2:6])=[C:4]([N+:10]([O-:12])=[O:11])[CH:3]=1.[OH-].[Na+].S(OC)(O[CH3:19])(=O)=O. (5) Given the product [F:22][C:18]1[CH:17]=[C:16]([C:15]2[S:14][C:13]([CH3:23])=[N:12][C:11]=2[C:9]([N:4]2[C@H:3]([CH2:2][NH:1][C:34]([C:24]3[C:33]4[C:28](=[CH:29][CH:30]=[CH:31][CH:32]=4)[CH:27]=[CH:26][N:25]=3)=[O:35])[CH2:8][C@H:7]3[C@@H:5]2[CH2:6]3)=[O:10])[CH:21]=[CH:20][CH:19]=1, predict the reactants needed to synthesize it. The reactants are: [NH2:1][CH2:2][C@@H:3]1[CH2:8][C@H:7]2[C@H:5]([CH2:6]2)[N:4]1[C:9]([C:11]1[N:12]=[C:13]([CH3:23])[S:14][C:15]=1[C:16]1[CH:21]=[CH:20][CH:19]=[C:18]([F:22])[CH:17]=1)=[O:10].[C:24]1([C:34](O)=[O:35])[C:33]2[C:28](=[CH:29][CH:30]=[CH:31][CH:32]=2)[CH:27]=[CH:26][N:25]=1.